From a dataset of Reaction yield outcomes from USPTO patents with 853,638 reactions. Predict the reaction yield, written as a fraction of the theoretical maximum amount of product (1.0 means a 100% yield; for example, 0.34 means a 34% yield). The reactants are [C:1](Cl)(=[O:11])[CH2:2][CH2:3][CH2:4][CH2:5][CH2:6][CH2:7][CH2:8][CH2:9][CH3:10].[CH2:13]([O:20][C:21]1[CH:22]=[C:23]([CH:37]=[CH:38][C:39]=1[N+:40]([O-:42])=[O:41])[C:24]([NH:26][C:27]1[CH:32]=[CH:31][CH:30]=[CH:29][C:28]=1[S:33](=[O:36])(=[O:35])[NH2:34])=[O:25])[C:14]1[CH:19]=[CH:18][CH:17]=[CH:16][CH:15]=1. The catalyst is CN(C)C1C=CN=CC=1.O1CCCC1. The product is [CH2:13]([O:20][C:21]1[CH:22]=[C:23]([CH:37]=[CH:38][C:39]=1[N+:40]([O-:42])=[O:41])[C:24]([NH:26][C:27]1[CH:32]=[CH:31][CH:30]=[CH:29][C:28]=1[S:33]([NH:34][C:1](=[O:11])[CH2:2][CH2:3][CH2:4][CH2:5][CH2:6][CH2:7][CH2:8][CH2:9][CH3:10])(=[O:36])=[O:35])=[O:25])[C:14]1[CH:15]=[CH:16][CH:17]=[CH:18][CH:19]=1. The yield is 0.830.